Dataset: Full USPTO retrosynthesis dataset with 1.9M reactions from patents (1976-2016). Task: Predict the reactants needed to synthesize the given product. (1) Given the product [CH2:29]([O:28][C:26](=[O:27])[C@H:24]([CH2:23][C:19]([CH3:21])([CH3:20])[CH3:22])[NH:25][C:15](=[O:17])[C@@H:9]([CH2:10][C:11]([CH3:12])([CH3:13])[CH3:14])[NH:8][C:6]([O:5][C:1]([CH3:2])([CH3:3])[CH3:4])=[O:7])[C:30]1[CH:35]=[CH:34][CH:33]=[CH:32][CH:31]=1, predict the reactants needed to synthesize it. The reactants are: [C:1]([O:5][C:6]([NH:8][C@@H:9]([C:15]([OH:17])=O)[CH2:10][C:11]([CH3:14])([CH3:13])[CH3:12])=[O:7])([CH3:4])([CH3:3])[CH3:2].Cl.[C:19]([CH2:23][C@@H:24]([C:26]([O:28][CH2:29][C:30]1[CH:35]=[CH:34][CH:33]=[CH:32][CH:31]=1)=[O:27])[NH2:25])([CH3:22])([CH3:21])[CH3:20].CN1CCOCC1. (2) Given the product [Br:1][C:2]1[C:7]2[O:8][CH:26]([CH2:25][OH:28])[CH2:27][C:6]=2[CH:5]=[C:4]([C:9]2[CH:14]=[CH:13][CH:12]=[CH:11][CH:10]=2)[CH:3]=1, predict the reactants needed to synthesize it. The reactants are: [Br:1][C:2]1[CH:3]=[C:4]([C:9]2[CH:14]=[CH:13][CH:12]=[CH:11][CH:10]=2)[CH:5]=[CH:6][C:7]=1[OH:8].C(=O)([O-])[O-].[K+].[K+].C(Br)C=C.[CH2:25]([O:28]CC=C)[CH:26]=[CH2:27].C(C1C(C(F)(F)F)=CC=C(Cl)C=1O)C=C.C(C1C=C(C2C=CC=CC=2)C=C(Br)C=1O)C=C.ClC1C=C(C=CC=1)C(OO)=O.ClC1C2OC(CO)CC=2C(C(F)(F)F)=CC=1. (3) Given the product [CH3:5][C:3]1[NH:21][C:3]([CH3:5])=[C:2]([C:1]([O:7][C:8]([CH3:11])([CH3:10])[CH3:9])=[O:22])[CH:16]([C:15]2[CH:18]=[CH:19][CH:20]=[CH:13][CH:14]=2)[C:2]=1[C:1]([O:7][C:8]([CH3:11])([CH3:10])[CH3:9])=[O:6], predict the reactants needed to synthesize it. The reactants are: [C:1]([O:7][C:8]([CH3:11])([CH3:10])[CH3:9])(=[O:6])[CH2:2][C:3]([CH3:5])=O.Br[C:13]1[CH:14]=[C:15]([CH:18]=[CH:19][CH:20]=1)[CH:16]=O.[NH4+:21].[OH-:22]. (4) The reactants are: [C:1]([O:6][CH2:7][C:8]1[CH:13]=[CH:12][CH:11]=[CH:10][CH:9]=1)(=[O:5])[C:2]([CH3:4])=[CH2:3].[C:14]([O:19][CH3:20])(=[O:18])[C:15]([CH3:17])=[CH2:16].[C:21]([OH:26])(=[O:25])[C:22]([CH3:24])=[CH2:23].N(C(C)(C)C(OC)=O)=NC(C)(C)C(OC)=O. Given the product [C:1]([O:6][CH2:7][C:8]1[CH:9]=[CH:10][CH:11]=[CH:12][CH:13]=1)(=[O:5])[C:2]([CH3:4])=[CH2:3].[C:14]([O:19][CH3:20])(=[O:18])[C:15]([CH3:17])=[CH2:16].[C:21]([OH:26])(=[O:25])[C:22]([CH3:24])=[CH2:23], predict the reactants needed to synthesize it. (5) Given the product [NH2:18][C@H:17]1[C:16](=[O:33])[NH:15][C:14]2[CH:34]=[C:35]([F:38])[CH:36]=[CH:37][C:13]=2[O:12][C@H:11]1[CH2:10][CH2:9][OH:8], predict the reactants needed to synthesize it. The reactants are: C([O:8][CH2:9][CH2:10][C@H:11]1[C@@H:17]([N:18](CC2C=CC=CC=2)CC2C=CC=CC=2)[C:16](=[O:33])[NH:15][C:14]2[CH:34]=[C:35]([F:38])[CH:36]=[CH:37][C:13]=2[O:12]1)C1C=CC=CC=1. (6) Given the product [CH2:1]([C:3]1([C:27]2[CH:32]=[CH:31][CH:30]=[CH:29][CH:28]=2)[C:12]2[C:7](=[CH:8][CH:9]=[C:10]([Cl:13])[CH:11]=2)[N:6]([CH2:14][C:15]2[CH:20]=[CH:19][N+:18]([O-:41])=[CH:17][CH:16]=2)[C:5](=[O:21])[N:4]1[CH2:22][C:23]([F:25])([F:26])[F:24])[CH3:2], predict the reactants needed to synthesize it. The reactants are: [CH2:1]([C:3]1([C:27]2[CH:32]=[CH:31][CH:30]=[CH:29][CH:28]=2)[C:12]2[C:7](=[CH:8][CH:9]=[C:10]([Cl:13])[CH:11]=2)[N:6]([CH2:14][C:15]2[CH:20]=[CH:19][N:18]=[CH:17][CH:16]=2)[C:5](=[O:21])[N:4]1[CH2:22][C:23]([F:26])([F:25])[F:24])[CH3:2].ClC1C=CC=C(C(OO)=[O:41])C=1. (7) Given the product [CH3:11][O:10][C:3]1[CH:4]=[C:5]([CH:8]=[CH:9][C:2]=1[O:1][CH2:12][O:13][CH2:14][CH2:15][O:16][CH3:17])[CH:6]=[O:7], predict the reactants needed to synthesize it. The reactants are: [OH:1][C:2]1[CH:9]=[CH:8][C:5]([CH:6]=[O:7])=[CH:4][C:3]=1[O:10][CH3:11].[CH3:12][O:13][CH2:14][CH2:15][O:16][CH2:17]Cl.